The task is: Predict which catalyst facilitates the given reaction.. This data is from Catalyst prediction with 721,799 reactions and 888 catalyst types from USPTO. (1) Reactant: [S:1]([O:8]S(C(F)(F)F)(=O)=O)([C:4]([F:7])([F:6])[F:5])(=[O:3])=[O:2].O=[C:17]1[C:25]2[C:20](=[CH:21][CH:22]=[CH:23][C:24]=2[CH2:26][CH2:27][C:28]2[CH:37]=[CH:36][C:31]([C:32]([O:34][CH3:35])=[O:33])=[CH:30][CH:29]=2)[CH2:19][CH2:18]1.C(C1C=C(C)C=C(C(C)(C)C)N=1)(C)(C)C. Product: [F:5][C:4]([F:7])([F:6])[S:1]([O:8][C:17]1[C:25]2[C:20](=[CH:21][CH:22]=[CH:23][C:24]=2[CH2:26][CH2:27][C:28]2[CH:37]=[CH:36][C:31]([C:32]([O:34][CH3:35])=[O:33])=[CH:30][CH:29]=2)[CH2:19][CH:18]=1)(=[O:3])=[O:2]. The catalyst class is: 26. (2) Reactant: [NH2:1][C:2]1[CH:3]=[C:4]([O:23][CH2:24][CH2:25][O:26][CH3:27])[CH:5]=[C:6]2[C:10]=1[N:9]([C:11]([O:13][C:14]([CH3:17])([CH3:16])[CH3:15])=[O:12])[CH:8]([C:18]([O:20][CH2:21][CH3:22])=[O:19])[CH2:7]2.C(O[C:31]1(O[Si](C)(C)C)[CH2:33][CH2:32]1)C.C(O)(=O)C.C([BH3-])#N.[Na+]. Product: [CH:31]1([NH:1][C:2]2[CH:3]=[C:4]([O:23][CH2:24][CH2:25][O:26][CH3:27])[CH:5]=[C:6]3[C:10]=2[N:9]([C:11]([O:13][C:14]([CH3:16])([CH3:15])[CH3:17])=[O:12])[CH:8]([C:18]([O:20][CH2:21][CH3:22])=[O:19])[CH2:7]3)[CH2:33][CH2:32]1. The catalyst class is: 8.